This data is from Forward reaction prediction with 1.9M reactions from USPTO patents (1976-2016). The task is: Predict the product of the given reaction. (1) The product is: [Na+:13].[Cl:1][C:2]1[N:7]=[CH:6][C:5]([S:8]([O-:10])(=[O:12])=[O:9])=[CH:4][CH:3]=1. Given the reactants [Cl:1][C:2]1[N:7]=[CH:6][C:5]([S:8](Cl)(=[O:10])=[O:9])=[CH:4][CH:3]=1.[OH-:12].[Na+:13].Cl, predict the reaction product. (2) Given the reactants C([N:8]1[CH2:13][CH2:12][N:11]([C:14]2[CH:19]=[CH:18][N:17]=[C:16]([CH:20]3[N:24]([C:25]4[CH:30]=[CH:29][C:28]([F:31])=[CH:27][C:26]=4[F:32])[N:23]=[C:22]([C:33]([F:39])([F:38])[C:34]([F:37])([F:36])[F:35])[CH2:21]3)[CH:15]=2)[CH2:10][CH2:9]1)(OC(C)(C)C)=O.[ClH:40], predict the reaction product. The product is: [ClH:40].[F:32][C:26]1[CH:27]=[C:28]([F:31])[CH:29]=[CH:30][C:25]=1[N:24]1[CH:20]([C:16]2[CH:15]=[C:14]([N:11]3[CH2:12][CH2:13][NH:8][CH2:9][CH2:10]3)[CH:19]=[CH:18][N:17]=2)[CH2:21][C:22]([C:33]([F:39])([F:38])[C:34]([F:35])([F:36])[F:37])=[N:23]1. (3) The product is: [C:29]([N:10]1[C:11]2[C:16](=[C:15]([O:19][CH2:20][CH2:21][CH3:22])[C:14]([CH:23]3[CH2:28][CH2:27][N:26]([C:6]([NH:3][CH2:1][CH3:2])=[O:35])[CH2:25][CH2:24]3)=[CH:13][CH:12]=2)[CH2:17][CH2:18][C@@H:9]1[CH3:8])(=[O:31])[CH3:30]. Given the reactants [CH2:1]([N:3]([CH2:6]C)CC)[CH3:2].[CH3:8][C@H:9]1[CH2:18][CH2:17][C:16]2[C:11](=[CH:12][CH:13]=[C:14]([CH:23]3[CH2:28][CH2:27][NH:26][CH2:25][CH2:24]3)[C:15]=2[O:19][CH2:20][CH2:21][CH3:22])[N:10]1[C:29](=[O:31])[CH3:30].ClC(Cl)([O:35]C(=O)OC(Cl)(Cl)Cl)Cl.N1C=CC=CC=1.C(N)C, predict the reaction product. (4) Given the reactants CN1C(=O)CCC(C)(C)[C:4]2C=C([N+]([O-])=O)C=C[C:3]1=2.[CH3:19][C:20]1([CH3:35])[CH2:26][CH2:25][C:24](=[O:27])[NH:23][C:22]2[CH:28]=[C:29]([N+:32]([O-:34])=[O:33])[CH:30]=[CH:31][C:21]1=2, predict the reaction product. The product is: [CH2:3]([N:23]1[C:24](=[O:27])[CH2:25][CH2:26][C:20]([CH3:35])([CH3:19])[C:21]2[CH:31]=[CH:30][C:29]([N+:32]([O-:34])=[O:33])=[CH:28][C:22]1=2)[CH3:4].